Dataset: Full USPTO retrosynthesis dataset with 1.9M reactions from patents (1976-2016). Task: Predict the reactants needed to synthesize the given product. (1) Given the product [ClH:21].[CH:11]1(/[CH:12]=[C:14]2/[C:15](=[O:19])[C:16]3[C:11]([CH2:12][CH2:13]/2)=[CH:10][C:9]([O:8][CH2:7][CH2:6][N:1]2[CH:5]=[CH:4][N:3]=[CH:2]2)=[CH:18][CH:17]=3)[CH2:16][CH2:17][CH2:18][CH2:9][CH2:10]1, predict the reactants needed to synthesize it. The reactants are: [N:1]1([CH2:6][CH2:7][O:8][C:9]2[CH:10]=[C:11]3[C:16](=[CH:17][CH:18]=2)[C:15](=[O:19])[CH2:14][CH2:13][CH2:12]3)[CH:5]=[CH:4][N:3]=[CH:2]1.C(Cl)[Cl:21]. (2) Given the product [CH3:19][C:20]1[C:28]([S:29][C:2]2[C:11]3[C:6](=[CH:7][CH:8]=[CH:9][CH:10]=3)[NH:5]/[C:4](=[C:12]3/[C:13]([CH3:18])=[N:14][NH:15][C:16]/3=[O:17])/[CH:3]=2)=[CH:27][CH:26]=[CH:25][C:21]=1[C:22]([OH:24])=[O:23], predict the reactants needed to synthesize it. The reactants are: Cl[C:2]1[C:11]2[C:6](=[CH:7][CH:8]=[CH:9][CH:10]=2)[NH:5]/[C:4](=[C:12]2/[C:13]([CH3:18])=[N:14][NH:15][C:16]/2=[O:17])/[CH:3]=1.[CH3:19][C:20]1[C:28]([SH:29])=[CH:27][CH:26]=[CH:25][C:21]=1[C:22]([OH:24])=[O:23]. (3) Given the product [F:35][C:34]([F:37])([F:36])[C:39]([OH:42])=[O:40].[Cl:33][C:30]1[CH:31]=[CH:32][C:27]([O:26][C:23]2[CH:24]=[CH:25][C:20]([CH2:19][CH2:18][O:17][C:15]3[NH:38][CH:2]=[C:3]([CH2:8][C:9]4[CH:10]=[N:11][N:12]([CH3:14])[CH:13]=4)[C:4](=[O:6])[N:16]=3)=[CH:21][CH:22]=2)=[CH:28][C:29]=1[C:34]([F:35])([F:36])[F:37], predict the reactants needed to synthesize it. The reactants are: O/[CH:2]=[C:3](/[CH2:8][C:9]1[CH:10]=[N:11][N:12]([CH3:14])[CH:13]=1)\[C:4]([O:6]C)=O.[C:15](=[NH:38])([O:17][CH2:18][CH2:19][C:20]1[CH:25]=[CH:24][C:23]([O:26][C:27]2[CH:32]=[CH:31][C:30]([Cl:33])=[C:29]([C:34]([F:37])([F:36])[F:35])[CH:28]=2)=[CH:22][CH:21]=1)[NH2:16].[C:39]([O-:42])([O-])=[O:40].[K+].[K+]. (4) Given the product [NH2:1][C:2]([C@H:4]1[N:9]([CH3:17])[CH2:8][CH2:7][N:6]([C:10]([O:12][C:13]([CH3:16])([CH3:15])[CH3:14])=[O:11])[CH2:5]1)=[O:3], predict the reactants needed to synthesize it. The reactants are: [NH2:1][C:2]([C@H:4]1[NH:9][CH2:8][CH2:7][N:6]([C:10]([O:12][C:13]([CH3:16])([CH3:15])[CH3:14])=[O:11])[CH2:5]1)=[O:3].[C:17](=O)(O)[O-].[Na+].CI.[O-][Mn](=O)(=O)=O.[K+]. (5) Given the product [CH3:9][C@@H:8]1[CH2:7][CH2:6][CH2:5][N:4]([C:10]([C:12]2[CH:17]=[C:16]([CH3:18])[CH:15]=[CH:14][C:13]=2[N:19]2[CH:23]=[N:22][C:21]([C:24]([F:27])([F:26])[F:25])=[N:20]2)=[O:11])[C@@H:3]1[CH2:2][NH:1][C:29]1[CH:34]=[CH:33][C:32]([CH3:35])=[CH:31][N:30]=1, predict the reactants needed to synthesize it. The reactants are: [NH2:1][CH2:2][C@@H:3]1[C@H:8]([CH3:9])[CH2:7][CH2:6][CH2:5][N:4]1[C:10]([C:12]1[CH:17]=[C:16]([CH3:18])[CH:15]=[CH:14][C:13]=1[N:19]1[CH:23]=[N:22][C:21]([C:24]([F:27])([F:26])[F:25])=[N:20]1)=[O:11].Br[C:29]1[CH:34]=[CH:33][C:32]([CH3:35])=[CH:31][N:30]=1. (6) Given the product [NH2:61][C:57]1[N:58]=[C:59]([CH3:60])[C:54]([CH2:53][NH:52][C:18]([C:16]2[CH:15]=[N:14][N:13]([CH2:12][C:7]3[CH:8]=[C:9]4[C:4](=[CH:5][CH:6]=3)[N:3]=[C:2]([CH3:1])[CH:11]=[CH:10]4)[CH:17]=2)=[O:20])=[CH:55][CH:56]=1, predict the reactants needed to synthesize it. The reactants are: [CH3:1][C:2]1[CH:11]=[CH:10][C:9]2[C:4](=[CH:5][CH:6]=[C:7]([CH2:12][N:13]3[CH:17]=[C:16]([C:18]([OH:20])=O)[CH:15]=[N:14]3)[CH:8]=2)[N:3]=1.[Na+].[Cl-].CCN=C=NCCCN(C)C.Cl.C1C=NC2N(O)N=NC=2C=1.CN1CCOCC1.[NH2:52][CH2:53][C:54]1[CH:55]=[CH:56][C:57]([NH2:61])=[N:58][C:59]=1[CH3:60]. (7) Given the product [Br:18][C:19]1[N:23]2[N:24]=[C:25]([NH:6][C:5]3[CH:7]=[CH:8][C:9]([O:10][CH3:11])=[C:3]([O:2][CH3:1])[CH:4]=3)[CH:26]=[CH:27][C:22]2=[N:21][CH:20]=1, predict the reactants needed to synthesize it. The reactants are: [CH3:1][O:2][C:3]1[CH:4]=[C:5]([CH:7]=[CH:8][C:9]=1[O:10][CH3:11])[NH2:6].CC(C)([O-])C.[K+].[Br:18][C:19]1[N:23]2[N:24]=[C:25](Cl)[CH:26]=[CH:27][C:22]2=[N:21][CH:20]=1. (8) Given the product [Br:1][C:2]1[CH:31]=[CH:30][C:29]([F:32])=[CH:28][C:3]=1[O:4][CH:5]1[CH2:10][CH2:9][N:8]([C:11]2[N:15]=[C:14]([C:16]3[CH:20]=[CH:19][N:18]([CH2:21][CH2:22][C:23]([OH:25])=[O:24])[N:17]=3)[O:13][N:12]=2)[CH2:7][CH2:6]1, predict the reactants needed to synthesize it. The reactants are: [Br:1][C:2]1[CH:31]=[CH:30][C:29]([F:32])=[CH:28][C:3]=1[O:4][CH:5]1[CH2:10][CH2:9][N:8]([C:11]2[N:15]=[C:14]([C:16]3[CH:20]=[CH:19][N:18]([CH2:21][CH2:22][C:23]([O:25]CC)=[O:24])[N:17]=3)[O:13][N:12]=2)[CH2:7][CH2:6]1.C(O)(=O)C.Cl. (9) The reactants are: [OH:1][C:2]1[CH:10]=[CH:9][CH:8]=[C:7]2[C:3]=1[CH:4]=[CH:5][NH:6]2.C([O-])([O-])=O.[K+].[K+].[CH2:17](Br)[CH2:18][CH2:19][CH2:20][CH2:21][CH2:22][CH2:23][CH2:24][CH3:25]. Given the product [CH2:17]([O:1][C:2]1[CH:10]=[CH:9][CH:8]=[C:7]2[C:3]=1[CH:4]=[CH:5][NH:6]2)[CH2:18][CH2:19][CH2:20][CH2:21][CH2:22][CH2:23][CH2:24][CH3:25], predict the reactants needed to synthesize it.